Task: Predict which catalyst facilitates the given reaction.. Dataset: Catalyst prediction with 721,799 reactions and 888 catalyst types from USPTO (1) Product: [Br:2][C:3]1[C:4]2[NH:9][C:13]3[CH2:12][CH:11]4[CH2:18][CH:15]([C:14]=3[C:5]=2[CH:6]=[CH:7][CH:8]=1)[NH:16][CH2:17]4. Reactant: Cl.[Br:2][C:3]1[CH:8]=[CH:7][CH:6]=[CH:5][C:4]=1[NH:9]N.[CH:11]12[CH2:18][CH:15]([NH:16][CH2:17]1)[CH2:14][C:13](=O)[CH2:12]2.Cl. The catalyst class is: 15. (2) Reactant: C(=O)([O:7][C:8]1[C:20]2[CH2:19][O:18][C:17](=[O:21])[C:16]=2[C:15]([C:22]2[CH:27]=[CH:26][C:25]([C:28](=[O:30])[CH3:29])=[CH:24][CH:23]=2)=[C:14]2[C:9]=1[CH:10]=[C:11]([O:33][CH3:34])[C:12]([O:31][CH3:32])=[CH:13]2)OC(C)(C)C.N1CCCCC1.Cl. Product: [C:28]([C:25]1[CH:24]=[CH:23][C:22]([C:15]2[C:16]3[C:17](=[O:21])[O:18][CH2:19][C:20]=3[C:8]([OH:7])=[C:9]3[C:14]=2[CH:13]=[C:12]([O:31][CH3:32])[C:11]([O:33][CH3:34])=[CH:10]3)=[CH:27][CH:26]=1)(=[O:30])[CH3:29]. The catalyst class is: 4. (3) Reactant: C[O:2][C:3](=[O:36])[CH2:4][C:5]1[CH:6]=[N:7][CH:8]=[C:9]([C:11]2[CH:16]=[CH:15][C:14]([CH2:17][O:18][C:19]3[CH:24]=[CH:23][C:22]([C:25]4[CH:30]=[CH:29][CH:28]=[CH:27][C:26]=4[F:31])=[C:21]([C:32]([F:35])([F:34])[F:33])[CH:20]=3)=[CH:13][CH:12]=2)[CH:10]=1.[OH-].[Na+]. Product: [F:31][C:26]1[CH:27]=[CH:28][CH:29]=[CH:30][C:25]=1[C:22]1[CH:23]=[CH:24][C:19]([O:18][CH2:17][C:14]2[CH:13]=[CH:12][C:11]([C:9]3[CH:10]=[C:5]([CH2:4][C:3]([OH:36])=[O:2])[CH:6]=[N:7][CH:8]=3)=[CH:16][CH:15]=2)=[CH:20][C:21]=1[C:32]([F:35])([F:33])[F:34]. The catalyst class is: 20. (4) Reactant: [CH3:1][NH:2][C@@H:3]([C:24]1[CH:33]=[CH:32][C:27]([O:28][CH2:29][CH2:30][OH:31])=[CH:26][CH:25]=1)[CH2:4][N:5]1[CH2:9][CH2:8][C@H:7]([O:10][CH2:11][CH2:12][O:13][CH2:14][CH2:15][O:16][CH2:17][CH2:18][O:19][C:20]([F:23])([F:22])[F:21])[CH2:6]1.[Cl:34][C:35]1[CH:36]=[C:37]([CH2:42][C:43]([OH:45])=O)[CH:38]=[CH:39][C:40]=1[Cl:41].C(N(CC)C(C)C)(C)C.F[B-](F)(F)F.N1(OC(N(C)C)=[N+](C)C)C2C=CC=CC=2N=N1. Product: [Cl:34][C:35]1[CH:36]=[C:37]([CH2:42][C:43]([N:2]([C@@H:3]([C:24]2[CH:33]=[CH:32][C:27]([O:28][CH2:29][CH2:30][OH:31])=[CH:26][CH:25]=2)[CH2:4][N:5]2[CH2:9][CH2:8][C@H:7]([O:10][CH2:11][CH2:12][O:13][CH2:14][CH2:15][O:16][CH2:17][CH2:18][O:19][C:20]([F:21])([F:22])[F:23])[CH2:6]2)[CH3:1])=[O:45])[CH:38]=[CH:39][C:40]=1[Cl:41]. The catalyst class is: 245. (5) Reactant: [C:1]([O:4][CH2:5][CH2:6][O:7][C:8]1[C:12]([I:13])=[C:11]([NH:14][S:15]([C:18]2[CH:23]=[CH:22][C:21]([C:24]([CH3:27])([CH3:26])[CH3:25])=[CH:20][CH:19]=2)(=[O:17])=[O:16])[O:10][N:9]=1)(=[O:3])[CH3:2].N1[CH:33]=[CH:32][CH:31]=CC=1. Product: [C:1]([O:4][CH2:5][CH2:6][O:7][C:8]1[C:12]([I:13])=[C:11]([N:14]([S:15]([C:18]2[CH:19]=[CH:20][C:21]([C:24]([CH3:27])([CH3:26])[CH3:25])=[CH:22][CH:23]=2)(=[O:17])=[O:16])[C:1]([O:4][CH2:5][CH:32]([CH3:31])[CH3:33])=[O:3])[O:10][N:9]=1)(=[O:3])[CH3:2]. The catalyst class is: 4. (6) Reactant: FC(F)(F)S([O:6][S:7]([C:10]([F:13])([F:12])[F:11])(=[O:9])=[O:8])(=O)=O.[CH3:16][O:17][C:18]1[N:23]=[CH:22][C:21]([N:24]2[C:28]([C:29]3[CH:34]=[CH:33][C:32](O)=[CH:31][CH:30]=3)=[CH:27][C:26]([O:36][CH2:37][C:38]([F:41])([F:40])[F:39])=[N:25]2)=[CH:20][CH:19]=1.N1C=CC=CC=1. Product: [F:13][C:10]([F:11])([F:12])[S:7]([O:6][C:32]1[CH:31]=[CH:30][C:29]([C:28]2[N:24]([C:21]3[CH:22]=[N:23][C:18]([O:17][CH3:16])=[CH:19][CH:20]=3)[N:25]=[C:26]([O:36][CH2:37][C:38]([F:40])([F:39])[F:41])[CH:27]=2)=[CH:34][CH:33]=1)(=[O:8])=[O:9]. The catalyst class is: 2. (7) Reactant: [N+:1]([C:4]1[CH:5]=[CH:6][C:7]([NH:10][CH2:11][CH2:12][C:13]2[CH:18]=[CH:17][CH:16]=[CH:15][N:14]=2)=[N:8][CH:9]=1)([O-])=O.[H][H]. Product: [N:14]1[CH:15]=[CH:16][CH:17]=[CH:18][C:13]=1[CH2:12][CH2:11][NH:10][C:7]1[CH:6]=[CH:5][C:4]([NH2:1])=[CH:9][N:8]=1. The catalyst class is: 541. (8) Reactant: [OH:1][CH2:2][C:3]1[N:4]=[C:5]([C:8]([O:10][CH2:11][CH3:12])=[O:9])[S:6][CH:7]=1.CCN(C(C)C)C(C)C.[CH3:22][Si:23]([CH2:26][CH2:27][O:28][CH2:29]Cl)([CH3:25])[CH3:24]. Product: [CH3:22][Si:23]([CH3:25])([CH3:24])[CH2:26][CH2:27][O:28][CH2:29][O:1][CH2:2][C:3]1[N:4]=[C:5]([C:8]([O:10][CH2:11][CH3:12])=[O:9])[S:6][CH:7]=1. The catalyst class is: 2. (9) Reactant: [OH:1][CH:2]([C:5]1[CH:10]=[CH:9][C:8]([C:11]([F:14])([F:13])[F:12])=[CH:7][CH:6]=1)[CH2:3][OH:4].C(N(CC)CC)C.[CH:22]([Si:25](Cl)([CH:29]([CH3:31])[CH3:30])[CH:26]([CH3:28])[CH3:27])([CH3:24])[CH3:23].O. Product: [OH:1][CH:2]([C:5]1[CH:6]=[CH:7][C:8]([C:11]([F:12])([F:13])[F:14])=[CH:9][CH:10]=1)[CH2:3][O:4][Si:25]([CH:29]([CH3:31])[CH3:30])([CH:26]([CH3:28])[CH3:27])[CH:22]([CH3:24])[CH3:23]. The catalyst class is: 42.